From a dataset of Reaction yield outcomes from USPTO patents with 853,638 reactions. Predict the reaction yield, written as a fraction of the theoretical maximum amount of product (1.0 means a 100% yield; for example, 0.34 means a 34% yield). (1) The reactants are [Cl:1][C:2]1[CH:10]=[C:9](/[CH:11]=[CH:12]/[CH:13]([C:18]2[CH:23]=[C:22]([Cl:24])[C:21]([Cl:25])=[C:20]([Cl:26])[CH:19]=2)[C:14]([F:17])([F:16])[F:15])[CH:8]=[CH:7][C:3]=1[C:4]([OH:6])=O.[NH2:27][C:28]1([C:31]([NH:33][CH2:34][C:35]([F:38])([F:37])[F:36])=[O:32])[CH2:30][CH2:29]1.F[P-](F)(F)(F)(F)F.ClC1N(C)CC[NH+]1C.ON1C2N=CC=CC=2N=N1. The catalyst is C(Cl)Cl.CN(C=O)C.CN(C1C=CN=CC=1)C. The product is [Cl:1][C:2]1[CH:10]=[C:9](/[CH:11]=[CH:12]/[CH:13]([C:18]2[CH:23]=[C:22]([Cl:24])[C:21]([Cl:25])=[C:20]([Cl:26])[CH:19]=2)[C:14]([F:16])([F:15])[F:17])[CH:8]=[CH:7][C:3]=1[C:4]([NH:27][C:28]1([C:31](=[O:32])[NH:33][CH2:34][C:35]([F:37])([F:38])[F:36])[CH2:30][CH2:29]1)=[O:6]. The yield is 0.750. (2) The reactants are [O:1]([CH2:8][C:9]1[CH:10]=[C:11]([CH:16]=[C:17]([CH2:19][O:20][C:21]2[CH:26]=[CH:25][CH:24]=[CH:23][CH:22]=2)[CH:18]=1)[C:12]([O:14]C)=[O:13])[C:2]1[CH:7]=[CH:6][CH:5]=[CH:4][CH:3]=1.[OH-].[Na+].CO. The catalyst is C1COCC1. The product is [O:1]([CH2:8][C:9]1[CH:10]=[C:11]([CH:16]=[C:17]([CH2:19][O:20][C:21]2[CH:26]=[CH:25][CH:24]=[CH:23][CH:22]=2)[CH:18]=1)[C:12]([OH:14])=[O:13])[C:2]1[CH:3]=[CH:4][CH:5]=[CH:6][CH:7]=1. The yield is 0.990. (3) The reactants are [CH:1]([C:4]1[N:8]2[CH:9]=[C:10]([S:13][C:14]3[CH:21]=[CH:20][CH:19]=[CH:18][C:15]=3[CH2:16][NH2:17])[CH:11]=[CH:12][C:7]2=[N:6][N:5]=1)([CH3:3])[CH3:2].[CH2:22]([N:24]=[C:25]=[O:26])[CH3:23]. The catalyst is ClCCl. The product is [CH2:22]([NH:24][C:25]([NH:17][CH2:16][C:15]1[CH:18]=[CH:19][CH:20]=[CH:21][C:14]=1[S:13][C:10]1[CH:11]=[CH:12][C:7]2[N:8]([C:4]([CH:1]([CH3:3])[CH3:2])=[N:5][N:6]=2)[CH:9]=1)=[O:26])[CH3:23]. The yield is 0.940. (4) The reactants are [C:1]([C:4]1[CH:36]=[CH:35][C:7]2[NH:8][C:9]([C:11]3[CH:12]=[C:13]([CH:27]([CH2:31][C:32]([OH:34])=[O:33])[C:28]([OH:30])=[O:29])[CH:14]=[C:15]([C:18]4[CH:23]=[C:22]([C:24]#[N:25])[CH:21]=[CH:20][C:19]=4[OH:26])[C:16]=3[OH:17])=[N:10][C:6]=2[CH:5]=1)(=[NH:3])[NH2:2].[H][H]. The catalyst is CO.[OH-].[OH-].[Pd+2]. The product is [NH2:25][CH2:24][C:22]1[CH:21]=[CH:20][C:19]([OH:26])=[C:18]([C:15]2[C:16]([OH:17])=[C:11]([C:9]3[NH:8][C:7]4[CH:35]=[CH:36][C:4]([C:1](=[NH:2])[NH2:3])=[CH:5][C:6]=4[N:10]=3)[CH:12]=[C:13]([CH:27]([CH2:31][C:32]([OH:34])=[O:33])[C:28]([OH:30])=[O:29])[CH:14]=2)[CH:23]=1. The yield is 0.270. (5) The reactants are [N+:1]([C:4]1[CH:12]=[C:11]2[C:7]([C:8](I)=[N:9][N:10]2[CH2:13][O:14][CH2:15][CH2:16][Si:17]([CH3:20])([CH3:19])[CH3:18])=[CH:6][CH:5]=1)([O-:3])=[O:2].B(O)O.[O:25]1[CH2:30][CH2:29][O:28][CH2:27]C1.[OH-].[Na+]. The catalyst is CCOC(C)=O.O.C1C=CC([P]([Pd]([P](C2C=CC=CC=2)(C2C=CC=CC=2)C2C=CC=CC=2)([P](C2C=CC=CC=2)(C2C=CC=CC=2)C2C=CC=CC=2)[P](C2C=CC=CC=2)(C2C=CC=CC=2)C2C=CC=CC=2)(C2C=CC=CC=2)C2C=CC=CC=2)=CC=1. The product is [O:25]1[C:30]2[CH:5]=[CH:6][C:7]([CH:11]=[CH:12][C:8]3[C:7]4[C:11](=[CH:12][C:4]([N+:1]([O-:3])=[O:2])=[CH:5][CH:6]=4)[N:10]([CH2:13][O:14][CH2:15][CH2:16][Si:17]([CH3:20])([CH3:19])[CH3:18])[N:9]=3)=[CH:8][C:29]=2[O:28][CH2:27]1. The yield is 0.940. (6) The reactants are [CH:1]1([C:4]2[N:5]=[C:6]([CH3:26])[NH:7][C:8](=[O:25])[C:9]=2[CH2:10][C:11]2[CH:16]=[CH:15][C:14]([C:17]3[C:18]([C:23]#[N:24])=[CH:19][CH:20]=[CH:21][CH:22]=3)=[CH:13][CH:12]=2)[CH2:3][CH2:2]1.[C:27]1(B(O)O)[CH:32]=[CH:31][CH:30]=[CH:29][CH:28]=1.C(N(CC)CC)C.N1C=CC=CC=1. The catalyst is C([O-])(=O)C.[Cu+2].C([O-])(=O)C.C(OCC)(=O)C.C(Cl)Cl. The product is [CH:1]1([C:4]2[N:5]=[C:6]([CH3:26])[N:7]([C:27]3[CH:32]=[CH:31][CH:30]=[CH:29][CH:28]=3)[C:8](=[O:25])[C:9]=2[CH2:10][C:11]2[CH:16]=[CH:15][C:14]([C:17]3[C:18]([C:23]#[N:24])=[CH:19][CH:20]=[CH:21][CH:22]=3)=[CH:13][CH:12]=2)[CH2:2][CH2:3]1. The yield is 0.350.